This data is from Retrosynthesis with 50K atom-mapped reactions and 10 reaction types from USPTO. The task is: Predict the reactants needed to synthesize the given product. (1) Given the product CCOC(=O)c1csc(CC(C)C)n1, predict the reactants needed to synthesize it. The reactants are: CC(C)CC(N)=S.CCOC(=O)C(=O)CBr. (2) Given the product CC(C)(C)OC(=O)NNC(=O)Cc1cc(=O)oc2cc(O)ccc12, predict the reactants needed to synthesize it. The reactants are: CC(C)(C)OC(=O)NN.O=C(O)Cc1cc(=O)oc2cc(O)ccc12. (3) Given the product COc1c(Cl)cc(C(=O)O)cc1OC(C)C, predict the reactants needed to synthesize it. The reactants are: COC(=O)c1cc(Cl)c(OC)c(OC(C)C)c1. (4) Given the product CCOC(=O)c1ccc(N2CCCC2)s1, predict the reactants needed to synthesize it. The reactants are: C1CCNC1.CCOC(=O)c1ccc(Br)s1. (5) Given the product NCc1cncc(Cl)c1, predict the reactants needed to synthesize it. The reactants are: N#Cc1cncc(Cl)c1. (6) Given the product CCCCOC(=O)c1nc(N2CC[C@H](NC(=O)c3nc(Cl)c(CC)[nH]3)[C@H](OC)C2)oc1C(C)C, predict the reactants needed to synthesize it. The reactants are: CCCCOC(=O)c1nc(N2CC[C@H](N)[C@H](OC)C2)oc1C(C)C.CCc1[nH]c(C(=O)O)nc1Cl.